From a dataset of Full USPTO retrosynthesis dataset with 1.9M reactions from patents (1976-2016). Predict the reactants needed to synthesize the given product. (1) Given the product [Cl:15][C:16]1[C:23]([C:24]([F:25])([F:26])[F:27])=[CH:22][CH:21]=[CH:20][C:17]=1[CH2:18][NH:9][CH2:8][C@H:7]([C:1]1[CH:6]=[CH:5][CH:4]=[CH:3][CH:2]=1)[CH3:10], predict the reactants needed to synthesize it. The reactants are: [C:1]1([C@H:7]([CH3:10])[CH2:8][NH2:9])[CH:6]=[CH:5][CH:4]=[CH:3][CH:2]=1.C(O)(=O)C.[Cl:15][C:16]1[C:23]([C:24]([F:27])([F:26])[F:25])=[CH:22][CH:21]=[CH:20][C:17]=1[CH:18]=O.C(O[BH-](OC(=O)C)OC(=O)C)(=O)C.[Na+]. (2) Given the product [CH3:55][O:54][C:48]1[CH:49]=[C:50]([O:52][CH3:53])[CH:51]=[C:7]([O:6][CH3:5])[C:8]=1/[CH:9]=[CH:10]/[CH:11]([S:21]([CH:24](/[CH:34]=[CH:35]/[C:36]1[C:37]([O:46][CH3:47])=[CH:38][C:39]([O:44][CH3:45])=[CH:40][C:41]=1[O:42][CH3:43])[C:25]1[CH:30]=[CH:29][C:28]([O:31][CH3:32])=[C:27]([NH:33][C:57](=[O:56])[CH3:58])[CH:26]=1)(=[O:23])=[O:22])[C:12]1[CH:17]=[CH:16][C:15]([O:18][CH3:19])=[C:14]([NH:20][C:1](=[O:3])[CH3:2])[CH:13]=1, predict the reactants needed to synthesize it. The reactants are: [C:1](Cl)(=[O:3])[CH3:2].[CH3:5][O:6][C:7]1[CH:51]=[C:50]([O:52][CH3:53])[CH:49]=[C:48]([O:54][CH3:55])[C:8]=1[CH:9]=[CH:10][CH:11]([S:21]([CH:24]([CH:34]=[CH:35][C:36]1[C:41]([O:42][CH3:43])=[CH:40][C:39]([O:44][CH3:45])=[CH:38][C:37]=1[O:46][CH3:47])[C:25]1[CH:30]=[CH:29][C:28]([O:31][CH3:32])=[C:27]([NH2:33])[CH:26]=1)(=[O:23])=[O:22])[C:12]1[CH:17]=[CH:16][C:15]([O:18][CH3:19])=[C:14]([NH2:20])[CH:13]=1.[O:56]1CC[CH2:58][CH2:57]1. (3) The reactants are: [CH3:1][S:2]([N:5]1[CH2:10][CH2:9][NH:8][CH2:7][CH2:6]1)(=[O:4])=[O:3].[Br:11][C:12]1[CH:13]=[CH:14][C:15]([S:18](Cl)(=[O:20])=[O:19])=[N:16][CH:17]=1. Given the product [Br:11][C:12]1[CH:13]=[CH:14][C:15]([S:18]([N:8]2[CH2:9][CH2:10][N:5]([S:2]([CH3:1])(=[O:4])=[O:3])[CH2:6][CH2:7]2)(=[O:20])=[O:19])=[N:16][CH:17]=1, predict the reactants needed to synthesize it. (4) The reactants are: Br[C:2]1[C:3]2[C:8]([C:9]([C:16]3[CH:21]=[CH:20][C:19]([C:22]4[CH:31]=[CH:30][C:29]5[C:24](=[CH:25][CH:26]=[CH:27][CH:28]=5)[CH:23]=4)=[CH:18][CH:17]=3)=[C:10]3[C:15]=1[CH:14]=[CH:13][CH:12]=[CH:11]3)=[CH:7][CH:6]=[CH:5][CH:4]=2.CCCCCC.C([Li])CCC.[B:43]([O:48]C)(OC)[O:44]C.Cl. Given the product [CH:23]1[C:24]2[C:29](=[CH:28][CH:27]=[CH:26][CH:25]=2)[CH:30]=[CH:31][C:22]=1[C:19]1[CH:20]=[CH:21][C:16]([C:9]2[C:8]3[C:3](=[CH:4][CH:5]=[CH:6][CH:7]=3)[C:2]([B:43]([OH:48])[OH:44])=[C:15]3[C:10]=2[CH:11]=[CH:12][CH:13]=[CH:14]3)=[CH:17][CH:18]=1, predict the reactants needed to synthesize it. (5) The reactants are: Br[C:2]1[CH:9]=[N:8][CH:7]=[C:6]([Br:10])[C:3]=1[CH:4]=[O:5].[C:11]1(=[O:24])[C:16]2=[CH:17][C:18]3[CH2:19][CH2:20][CH2:21][CH2:22][C:23]=3[N:15]2[CH:14]=[CH:13][NH:12]1.C(=O)([O-])[O-].[Cs+].[Cs+].COC1C2C(=C3C(=CC=2)C(OC)=CC=N3)N=CC=1. Given the product [Br:10][C:6]1[CH:7]=[N:8][CH:9]=[C:2]([N:12]2[CH:13]=[CH:14][N:15]3[C:23]4[CH2:22][CH2:21][CH2:20][CH2:19][C:18]=4[CH:17]=[C:16]3[C:11]2=[O:24])[C:3]=1[CH:4]=[O:5], predict the reactants needed to synthesize it.